From a dataset of Reaction yield outcomes from USPTO patents with 853,638 reactions. Predict the reaction yield, written as a fraction of the theoretical maximum amount of product (1.0 means a 100% yield; for example, 0.34 means a 34% yield). (1) The yield is 0.550. The product is [C:3]([C:2]1[CH:8]=[C:7]([CH3:9])[CH:6]=[C:20]([CH3:12])[C:19]=1[NH2:22])#[N:4]. The catalyst is ClCCl. The reactants are C[C:2]1[CH:8]=[C:7]([CH3:9])[CH:6]=C[C:3]=1[NH2:4].BrN1C(=O)CC[C:12]1=O.O.[CH2:19]([NH2:22])[CH2:20]N. (2) The reactants are Cl.Cl.N[C@H:4]([CH2:22][C:23]1[CH:28]=[CH:27][C:26](F)=[CH:25][CH:24]=1)[C:5]([NH:7][C:8]1[CH:9]=[C:10]2[C:20](=[O:21])[NH:19][N:18]=[CH:17][C:12]3=[CH:13][NH:14][C:15]([CH:16]=1)=[C:11]23)=[O:6].C1(C2C[CH:37]2[C:39]([OH:41])=[O:40])C=CC=CC=1.[CH2:42]([N:44](CC)[CH2:45]C)[CH3:43].F[P-](F)(F)(F)(F)F.N1(OC(N(C)C)=[N+](C)C)C2N=CC=C[C:59]=2N=N1. The catalyst is O1CCOCC1. The product is [C:39]([OH:41])(=[O:40])[CH3:37].[N:44]1([CH2:45][C:13]2[NH:14][C:15]3[CH:16]=[C:8]([NH:7][C:5]([C@@H:4]4[CH2:59][C@H:22]4[C:23]4[CH:28]=[CH:27][CH:26]=[CH:25][CH:24]=4)=[O:6])[CH:9]=[C:10]4[C:20](=[O:21])[NH:19][N:18]=[CH:17][C:12]=2[C:11]=34)[CH2:37][CH2:39][O:41][CH2:43][CH2:42]1. The yield is 0.310. (3) The reactants are Br[C:2]1[C:3]([CH3:17])=[CH:4][C:5]2[C:10]([CH3:12])([CH3:11])[O:9][C:8](=[O:13])[N:7]([CH2:14][CH3:15])[C:6]=2[CH:16]=1.[F:18][C:19]([F:33])([F:32])[O:20][C:21]1[CH:26]=[CH:25][C:24]([CH:27]=[O:28])=[CH:23][C:22]=1B(O)O.C1(C)C=CC=CC=1.C([O-])([O-])=O.[K+].[K+]. The catalyst is C1C=CC([P]([Pd]([P](C2C=CC=CC=2)(C2C=CC=CC=2)C2C=CC=CC=2)([P](C2C=CC=CC=2)(C2C=CC=CC=2)C2C=CC=CC=2)[P](C2C=CC=CC=2)(C2C=CC=CC=2)C2C=CC=CC=2)(C2C=CC=CC=2)C2C=CC=CC=2)=CC=1.C(O)C. The product is [CH2:14]([N:7]1[C:6]2[CH:16]=[C:2]([C:26]3[CH:25]=[C:24]([CH:23]=[CH:22][C:21]=3[O:20][C:19]([F:18])([F:32])[F:33])[CH:27]=[O:28])[C:3]([CH3:17])=[CH:4][C:5]=2[C:10]([CH3:12])([CH3:11])[O:9][C:8]1=[O:13])[CH3:15]. The yield is 0.520. (4) The catalyst is C(Cl)Cl.C(O)(=O)CC(CC(O)=O)(C(O)=O)O. The yield is 0.910. The reactants are Cl.[S:2]([N:12]1[C:16]2[N:17]=[CH:18][C:19]3[N:20]([C:21]([C@@H:24]4[CH2:28][CH2:27][C@H:26]([NH2:29])[CH2:25]4)=[N:22][N:23]=3)[C:15]=2[CH:14]=[CH:13]1)([C:5]1[CH:11]=[CH:10][C:8]([CH3:9])=[CH:7][CH:6]=1)(=[O:4])=[O:3].[Cl:30][CH2:31][CH2:32][CH2:33][S:34](Cl)(=[O:36])=[O:35]. The product is [Cl:30][CH2:31][CH2:32][CH2:33][S:34]([NH:29][C@H:26]1[CH2:27][CH2:28][C@@H:24]([C:21]2[N:20]3[C:15]4[CH:14]=[CH:13][N:12]([S:2]([C:5]5[CH:11]=[CH:10][C:8]([CH3:9])=[CH:7][CH:6]=5)(=[O:4])=[O:3])[C:16]=4[N:17]=[CH:18][C:19]3=[N:23][N:22]=2)[CH2:25]1)(=[O:36])=[O:35].